Dataset: HIV replication inhibition screening data with 41,000+ compounds from the AIDS Antiviral Screen. Task: Binary Classification. Given a drug SMILES string, predict its activity (active/inactive) in a high-throughput screening assay against a specified biological target. The molecule is Cc1ccc(-c2cc(-c3ccco3)c(C#N)c(S)n2)cc1. The result is 0 (inactive).